Dataset: Full USPTO retrosynthesis dataset with 1.9M reactions from patents (1976-2016). Task: Predict the reactants needed to synthesize the given product. Given the product [Cl:1][C:2]1[CH:3]=[N:4][CH:5]=[C:6]([Cl:29])[C:7]=1[NH:8][C:9]([C:11]1[C:19]2[C:18]3[CH:20]=[C:21]([NH:24][C:30](=[O:32])[CH3:31])[CH:22]=[CH:23][C:17]=3[O:16][C:15]=2[C:14]([O:25][CH:26]([F:27])[F:28])=[CH:13][CH:12]=1)=[O:10], predict the reactants needed to synthesize it. The reactants are: [Cl:1][C:2]1[CH:3]=[N:4][CH:5]=[C:6]([Cl:29])[C:7]=1[NH:8][C:9]([C:11]1[C:19]2[C:18]3[CH:20]=[C:21]([NH2:24])[CH:22]=[CH:23][C:17]=3[O:16][C:15]=2[C:14]([O:25][CH:26]([F:28])[F:27])=[CH:13][CH:12]=1)=[O:10].[C:30](Cl)(=[O:32])[CH3:31].N1C=CC=CC=1.